From a dataset of Peptide-MHC class I binding affinity with 185,985 pairs from IEDB/IMGT. Regression. Given a peptide amino acid sequence and an MHC pseudo amino acid sequence, predict their binding affinity value. This is MHC class I binding data. (1) The peptide sequence is FPSQQPYL. The MHC is HLA-B07:02 with pseudo-sequence HLA-B07:02. The binding affinity (normalized) is 0.359. (2) The peptide sequence is SEMGANFRA. The MHC is HLA-C04:01 with pseudo-sequence HLA-C04:01. The binding affinity (normalized) is 0.213. (3) The peptide sequence is THFQRKRRV. The MHC is HLA-A11:01 with pseudo-sequence HLA-A11:01. The binding affinity (normalized) is 0.0847. (4) The peptide sequence is WESGAVLCV. The MHC is HLA-B15:17 with pseudo-sequence HLA-B15:17. The binding affinity (normalized) is 0.0847. (5) The peptide sequence is EVAESVMFM. The MHC is HLA-B15:01 with pseudo-sequence HLA-B15:01. The binding affinity (normalized) is 0.0847. (6) The peptide sequence is RIYKRSLKL. The MHC is HLA-B27:20 with pseudo-sequence HLA-B27:20. The binding affinity (normalized) is 0.686. (7) The peptide sequence is NPNCLEWLRA. The MHC is HLA-B51:01 with pseudo-sequence HLA-B51:01. The binding affinity (normalized) is 0.